From a dataset of Forward reaction prediction with 1.9M reactions from USPTO patents (1976-2016). Predict the product of the given reaction. (1) The product is: [N:26]1[C:27]2[C:32](=[CH:31][CH:30]=[CH:29][CH:28]=2)[CH:33]=[C:24]([C:8]2[C:7]3[C:2]([NH2:1])=[N:3][CH:4]=[N:5][C:6]=3[N:14]3[C:9]=2[CH:10]=[CH:11][C@H:12]([NH2:15])[CH2:13]3)[CH:25]=1. Given the reactants [NH2:1][C:2]1[C:7]2[C:8]([C:24]3[CH:25]=[N:26][C:27]4[C:32]([CH:33]=3)=[CH:31][CH:30]=[CH:29][CH:28]=4)=[C:9]3[N:14]([C:6]=2[N:5]=[CH:4][N:3]=1)[CH2:13][C@@H:12]([NH:15]C(=O)OC(C)(C)C)[CH2:11][CH:10]3O.O.C1(C)C=CC(S(O)(=O)=O)=CC=1, predict the reaction product. (2) Given the reactants [CH2:1]([N:8]1[CH2:13][CH2:12][CH:11]([C:14]([NH:16][C:17]2[CH:22]=[CH:21][C:20]([CH2:23][NH:24][C:25]3[C:34]4[C:29](=[CH:30][CH:31]=[C:32]([CH3:35])[CH:33]=4)[N:28]=[C:27](Cl)[N:26]=3)=[CH:19][CH:18]=2)=[O:15])[CH2:10][CH2:9]1)[C:2]1[CH:7]=[CH:6][CH:5]=[CH:4][CH:3]=1.[CH3:37][CH:38]1[CH2:43][NH:42][CH2:41][CH:40]([CH3:44])[NH:39]1, predict the reaction product. The product is: [CH2:1]([N:8]1[CH2:13][CH2:12][CH:11]([C:14]([NH:16][C:17]2[CH:22]=[CH:21][C:20]([CH2:23][NH:24][C:25]3[C:34]4[C:29](=[CH:30][CH:31]=[C:32]([CH3:35])[CH:33]=4)[N:28]=[C:27]([N:42]4[CH2:41][C@H:40]([CH3:44])[NH:39][C@H:38]([CH3:37])[CH2:43]4)[N:26]=3)=[CH:19][CH:18]=2)=[O:15])[CH2:10][CH2:9]1)[C:2]1[CH:7]=[CH:6][CH:5]=[CH:4][CH:3]=1. (3) Given the reactants [C:1]([C:5]1[CH:10]=[CH:9][C:8]([N:11]2[C:15](=[O:16])[C:14]([CH3:18])([CH3:17])[N:13]([CH2:19][C:20]3[CH:25]=[CH:24][N:23]=[C:22]([NH:26]C(=O)C)[CH:21]=3)[C:12]2=[O:30])=[CH:7][CH:6]=1)([CH3:4])([CH3:3])[CH3:2].[ClH:31], predict the reaction product. The product is: [ClH:31].[NH2:26][C:22]1[CH:21]=[C:20]([CH2:19][N:13]2[C:14]([CH3:18])([CH3:17])[C:15](=[O:16])[N:11]([C:8]3[CH:7]=[CH:6][C:5]([C:1]([CH3:4])([CH3:3])[CH3:2])=[CH:10][CH:9]=3)[C:12]2=[O:30])[CH:25]=[CH:24][N:23]=1. (4) Given the reactants [C:1]([NH:5][S:6]([C:9]1[C:10]([C:15]2[CH:20]=[CH:19][CH:18]=[C:17]([NH2:21])[CH:16]=2)=[CH:11][CH:12]=[CH:13][CH:14]=1)(=[O:8])=[O:7])([CH3:4])([CH3:3])[CH3:2].[CH3:22][C:23]1([CH3:36])[O:35][C:27]2[C:28]([CH3:34])=[N:29][CH:30]=[C:31]([CH:32]=O)[C:26]=2[CH2:25][O:24]1, predict the reaction product. The product is: [C:1]([NH:5][S:6]([C:9]1[C:10]([C:15]2[CH:20]=[CH:19][CH:18]=[C:17]([NH:21][CH2:32][C:31]3[CH:30]=[N:29][C:28]([CH3:34])=[C:27]4[O:35][C:23]([CH3:36])([CH3:22])[O:24][CH2:25][C:26]=34)[CH:16]=2)=[CH:11][CH:12]=[CH:13][CH:14]=1)(=[O:8])=[O:7])([CH3:4])([CH3:2])[CH3:3]. (5) Given the reactants [Si]([O:8][CH2:9][C@@H:10]([NH:23][C:24](=[O:30])[O:25][C:26]([CH3:29])([CH3:28])[CH3:27])[C@H:11]([C:13]1[CH:18]=[CH:17][C:16]([C:19]([F:22])([F:21])[F:20])=[CH:15][CH:14]=1)[CH3:12])(C(C)(C)C)(C)C.[F-].C([N+](CCCC)(CCCC)CCCC)CCC.C1COCC1, predict the reaction product. The product is: [OH:8][CH2:9][C@@H:10]([NH:23][C:24](=[O:30])[O:25][C:26]([CH3:29])([CH3:28])[CH3:27])[C@H:11]([C:13]1[CH:14]=[CH:15][C:16]([C:19]([F:22])([F:21])[F:20])=[CH:17][CH:18]=1)[CH3:12].